Dataset: Reaction yield outcomes from USPTO patents with 853,638 reactions. Task: Predict the reaction yield, written as a fraction of the theoretical maximum amount of product (1.0 means a 100% yield; for example, 0.34 means a 34% yield). (1) The product is [CH3:1][C:2]([NH:7][C:73]([C:75]1[C:76]([C:81]([NH:83][C:84]2[CH:89]=[CH:88][C:87]([C:90]([F:99])([C:95]([F:98])([F:97])[F:96])[C:91]([F:94])([F:93])[F:92])=[CH:86][C:85]=2[CH3:100])=[O:82])=[CH:77][CH:78]=[CH:79][CH:80]=1)=[O:74])([CH3:6])[CH2:3][S:4]([CH3:5])=[O:12]. The yield is 0.830. The catalyst is ClCCCl.C(O)=O.C(N(CC)CC)C. The reactants are [CH3:1][C:2]([NH2:7])([CH3:6])[CH2:3][S:4][CH3:5].C1(=O)OC(=[O:12])C2=CC=CC=C12.CC(NC(=O)C1C(=CC=CC=1)C(O)=O)(C)CSC.C(=O)([O-])O.[Na+].ClC(OC)=O.CC1C=C(C(F)(C(F)(F)F)C(F)(F)F)C=CC=1N.Cl.CC(N[C:73]([C:75]1[C:76]([C:81]([NH:83][C:84]2[CH:89]=[CH:88][C:87]([C:90]([F:99])([C:95]([F:98])([F:97])[F:96])[C:91]([F:94])([F:93])[F:92])=[CH:86][C:85]=2[CH3:100])=[O:82])=[CH:77][CH:78]=[CH:79][CH:80]=1)=[O:74])(C)CSC.OO.S([O-])([O-])=O.[Na+].[Na+]. (2) The reactants are Cl[CH2:2][C:3]1[NH:12][C:11](=[O:13])[C:10]2[C:5](=[CH:6][C:7]([O:16][CH3:17])=[C:8]([O:14][CH3:15])[CH:9]=2)[N:4]=1.[Cl:18][C:19]1[C:20]([O:42][CH3:43])=[CH:21][C:22]([O:40][CH3:41])=[C:23]([CH2:25][CH2:26][C:27]2([CH:35]3[CH2:39][CH2:38][CH2:37][CH2:36]3)[O:32][C:31](=[O:33])[CH2:30][C:29](=[O:34])[CH2:28]2)[CH:24]=1. No catalyst specified. The product is [Cl:18][C:19]1[C:20]([O:42][CH3:43])=[CH:21][C:22]([O:40][CH3:41])=[C:23]([CH2:25][CH2:26][C:27]2([CH:35]3[CH2:39][CH2:38][CH2:37][CH2:36]3)[O:32][C:31](=[O:33])[C:30]([CH2:2][C:3]3[NH:12][C:11](=[O:13])[C:10]4[C:5](=[CH:6][C:7]([O:16][CH3:17])=[C:8]([O:14][CH3:15])[CH:9]=4)[N:4]=3)=[C:29]([OH:34])[CH2:28]2)[CH:24]=1. The yield is 0.200. (3) The reactants are [CH3:1][C:2]1[C:9]([F:10])=[C:8]([F:11])[C:5]([C:6]#[N:7])=[C:4]([F:12])[C:3]=1[F:13].[C:14]([OH:17])(=[O:16])[CH3:15].[H][H]. The catalyst is [Pd].O. The product is [C:14]([O-:17])(=[O:16])[CH3:15].[CH3:1][C:2]1[C:3]([F:13])=[C:4]([F:12])[C:5]([CH2:6][NH3+:7])=[C:8]([F:11])[C:9]=1[F:10]. The yield is 0.738. (4) The yield is 0.0600. The product is [Cl:15][C:12]1[CH:13]=[CH:14][C:9]([C:5]2[O:6][C:7]([CH3:8])=[C:3]([CH2:2][O:26][C:25]3[C:17]([F:16])=[C:18]([C:22]([F:27])=[CH:23][CH:24]=3)[C:19]([NH2:21])=[O:20])[N:4]=2)=[CH:10][CH:11]=1. The catalyst is CN(C=O)C. The reactants are Br[CH2:2][C:3]1[N:4]=[C:5]([C:9]2[CH:14]=[CH:13][C:12]([Cl:15])=[CH:11][CH:10]=2)[O:6][C:7]=1[CH3:8].[F:16][C:17]1[C:25]([OH:26])=[CH:24][CH:23]=[C:22]([F:27])[C:18]=1[C:19]([NH2:21])=[O:20].C(=O)([O-])[O-].[K+].[K+]. (5) The reactants are P(Cl)(Cl)([Cl:3])=O.S[C:7]1[N:12]([CH3:13])[C:11](=[O:14])[CH:10]=[C:9]([C:15]2[CH:20]=[CH:19][N:18]=[CH:17][N:16]=2)[N:8]=1.C(=O)([O-])[O-].[K+].[K+]. The catalyst is CN(C)C=O. The product is [Cl:3][C:7]1[N:12]([CH3:13])[C:11](=[O:14])[CH:10]=[C:9]([C:15]2[CH:20]=[CH:19][N:18]=[CH:17][N:16]=2)[N:8]=1. The yield is 0.270. (6) The product is [OH:38][C@H:44]1[C@@H:32]([OH:33])[CH2:31][N:45]([C:6]([C:8]2[CH:17]=[CH:16][C:15]3[C:10](=[CH:11][CH:12]=[C:13]([O:18][C:19]4[CH:24]=[CH:23][C:22]([C:25]([F:26])([F:27])[F:28])=[CH:21][N:20]=4)[CH:14]=3)[N:9]=2)=[O:7])[CH2:43]1. The yield is 0.630. The catalyst is C(O)(C)(C)C.[Os](=O)(=O)(=O)=O. The reactants are N1([C:6]([C:8]2[CH:17]=[CH:16][C:15]3[C:10](=[CH:11][CH:12]=[C:13]([O:18][C:19]4[CH:24]=[CH:23][C:22]([C:25]([F:28])([F:27])[F:26])=[CH:21][N:20]=4)[CH:14]=3)[N:9]=2)=[O:7])CC=CC1.C[N+]1([O-])CC[O:33][CH2:32][CH2:31]1.S([O-])([O-])=[O:38].[Na+].[Na+].[C:43](#[N:45])[CH3:44].